Dataset: Reaction yield outcomes from USPTO patents with 853,638 reactions. Task: Predict the reaction yield, written as a fraction of the theoretical maximum amount of product (1.0 means a 100% yield; for example, 0.34 means a 34% yield). (1) The product is [Cl:13][C:14]1[N:19]=[C:18]([NH:4][C:3]2[CH:5]=[C:6]([O:9][CH2:10][CH:11]=[CH2:12])[CH:7]=[CH:8][C:2]=2[CH3:1])[CH:17]=[CH:16][N:15]=1. The yield is 0.200. The catalyst is C(O)(C)(C)C.CCOC(C)=O.O. The reactants are [CH3:1][C:2]1[CH:8]=[CH:7][C:6]([O:9][CH2:10][CH:11]=[CH2:12])=[CH:5][C:3]=1[NH2:4].[Cl:13][C:14]1[N:19]=[C:18](Cl)[CH:17]=[CH:16][N:15]=1.C(=O)(O)[O-].[Na+].ClN1C=CC(Cl)=NC1. (2) The reactants are [CH3:1][O:2][C:3](=[O:28])[CH2:4][C@H:5]1[C:21](=[O:22])[N:20]([CH2:23][C:24]([CH3:27])([CH3:26])[CH3:25])[CH2:19][C:8]2[C:9]3[CH:10]=[N:11][NH:12][C:13]=3[C:14]([C:16]([CH3:18])=[CH2:17])=[CH:15][C:7]=2[CH2:6]1.[H][H]. The catalyst is C(OCC)(=O)C.CO.[Pd]. The product is [CH3:1][O:2][C:3](=[O:28])[CH2:4][C@H:5]1[C:21](=[O:22])[N:20]([CH2:23][C:24]([CH3:25])([CH3:27])[CH3:26])[CH2:19][C:8]2[C:9]3[CH:10]=[N:11][NH:12][C:13]=3[C:14]([CH:16]([CH3:18])[CH3:17])=[CH:15][C:7]=2[CH2:6]1. The yield is 0.900. (3) The reactants are COC(=O)C(N1C(=O)CC[N:11]([C:16](=O)/[CH:17]=[CH:18]/[C:19]2C=CC(Cl)=C(Cl)C=2)CC1)CCO.[Cl:29][C:30]1[CH:31]=[C:32](/[CH:37]=[CH:38]/[C:39]([N:41]2[CH2:47][CH2:46][C:45](=[O:48])[N:44]([CH:49]3[CH2:53][CH2:52][O:51][C:50]3=[O:54])[CH2:43][CH2:42]2)=[O:40])[CH:33]=[CH:34][C:35]=1[Cl:36].N1CCCC1. The catalyst is CCO. The product is [Cl:29][C:30]1[CH:31]=[C:32](/[CH:37]=[CH:38]/[C:39]([N:41]2[CH2:47][CH2:46][C:45](=[O:48])[N:44]([CH:49]([C:50]([N:11]3[CH2:16][CH2:17][CH2:18][CH2:19]3)=[O:54])[CH2:53][CH2:52][OH:51])[CH2:43][CH2:42]2)=[O:40])[CH:33]=[CH:34][C:35]=1[Cl:36]. The yield is 0.880. (4) The reactants are Br[C:2]1[C:3]([C:26]([F:29])([F:28])[F:27])=[CH:4][C:5]2[O:24][CH2:23][C:8]3=[N:9][N:10]([CH2:15][O:16][CH2:17][CH2:18][Si:19]([CH3:22])([CH3:21])[CH3:20])[C:11](=[O:14])[CH:12]([CH3:13])[N:7]3[C:6]=2[CH:25]=1.[C:30]([O:34][C:35]([N:37]1[CH2:42][CH:41]=[C:40](B2OC(C)(C)C(C)(C)O2)[CH2:39][CH2:38]1)=[O:36])([CH3:33])([CH3:32])[CH3:31].C([O-])([O-])=O.[K+].[K+]. The catalyst is O1CCOCC1.O. The product is [CH3:13][CH:12]1[C:11](=[O:14])[N:10]([CH2:15][O:16][CH2:17][CH2:18][Si:19]([CH3:22])([CH3:21])[CH3:20])[N:9]=[C:8]2[CH2:23][O:24][C:5]3[CH:4]=[C:3]([C:26]([F:29])([F:28])[F:27])[C:2]([C:40]4[CH2:41][CH2:42][N:37]([C:35]([O:34][C:30]([CH3:33])([CH3:32])[CH3:31])=[O:36])[CH2:38][CH:39]=4)=[CH:25][C:6]=3[N:7]12. The yield is 0.730. (5) The reactants are [Cl:1][C:2]1[CH:3]=[C:4]([CH:7]=[CH:8][CH:9]=1)[CH:5]=[O:6].[CH:10]([Mg]Cl)=[CH2:11]. The catalyst is C1COCC1. The product is [Cl:1][C:2]1[CH:3]=[C:4]([CH:5]([OH:6])[CH:10]=[CH2:11])[CH:7]=[CH:8][CH:9]=1. The yield is 0.440.